This data is from Forward reaction prediction with 1.9M reactions from USPTO patents (1976-2016). The task is: Predict the product of the given reaction. (1) Given the reactants Br[CH2:2][C:3]([C:5]1[CH:10]=[CH:9][C:8]([Br:11])=[CH:7][CH:6]=1)=[O:4].[OH2:12].O.O.O.O.O.O.O.O.[S-2:21].[Na+].[Na+], predict the reaction product. The product is: [S:21]([CH2:2][C:3]([C:5]1[CH:10]=[CH:9][C:8]([Br:11])=[CH:7][CH:6]=1)=[O:12])[CH2:2][C:3]([C:5]1[CH:10]=[CH:9][C:8]([Br:11])=[CH:7][CH:6]=1)=[O:4]. (2) Given the reactants [Cl:1][C:2]1[CH:10]=[CH:9][CH:8]=[C:7]([C:11]([F:14])([F:13])[F:12])[C:3]=1[C:4]([OH:6])=O.CN(C)C=O.C(Cl)(=O)C(Cl)=O.[NH2:26][C:27]1[N:31]([C:32]2[CH:37]=[CH:36][C:35]([F:38])=[CH:34][CH:33]=2)[N:30]=[CH:29][C:28]=1[C:39]([NH:41][CH2:42][C:43]([CH2:49][NH2:50])([OH:48])[C:44]([F:47])([F:46])[F:45])=[O:40], predict the reaction product. The product is: [NH2:26][C:27]1[N:31]([C:32]2[CH:33]=[CH:34][C:35]([F:38])=[CH:36][CH:37]=2)[N:30]=[CH:29][C:28]=1[C:39]([NH:41][CH2:42][C:43]([CH2:49][NH:50][C:4]([C:3]1[C:7]([C:11]([F:14])([F:13])[F:12])=[CH:8][CH:9]=[CH:10][C:2]=1[Cl:1])=[O:6])([OH:48])[C:44]([F:47])([F:46])[F:45])=[O:40]. (3) Given the reactants Br[C:2]1[C:3]([NH2:9])=[N:4][CH:5]=[C:6]([CH3:8])[CH:7]=1.[CH3:10][O:11][C:12]1[CH:17]=[CH:16][C:15](B(O)O)=[CH:14][CH:13]=1.C(O)C, predict the reaction product. The product is: [CH3:8][C:6]1[CH:7]=[C:2]([C:15]2[CH:16]=[CH:17][C:12]([O:11][CH3:10])=[CH:13][CH:14]=2)[C:3]([NH2:9])=[N:4][CH:5]=1. (4) Given the reactants Cl.[NH2:2][C@H:3]([C:14]([O:16][CH3:17])=[O:15])[CH2:4][C:5]1[C:13]2[C:8](=[CH:9][CH:10]=[CH:11][CH:12]=2)[NH:7][CH:6]=1.C(N(CC)CC)C.[CH3:25][C:26](=[CH:30][C:31]1[CH:36]=[CH:35][CH:34]=[CH:33][CH:32]=1)[C:27](O)=[O:28].CCN=C=NCCCN(C)C.Cl, predict the reaction product. The product is: [CH3:25][C:26](=[CH:30][C:31]1[CH:36]=[CH:35][CH:34]=[CH:33][CH:32]=1)[C:27]([NH:2][C@H:3]([C:14]([O:16][CH3:17])=[O:15])[CH2:4][C:5]1[C:13]2[C:8](=[CH:9][CH:10]=[CH:11][CH:12]=2)[NH:7][CH:6]=1)=[O:28]. (5) Given the reactants [C:1]([O:5][C:6](=[O:27])[NH:7][C:8]1[CH:13]=[CH:12][N:11]=[CH:10][C:9]=1[Sn](CCCC)(CCCC)CCCC)([CH3:4])([CH3:3])[CH3:2].[C:28]([O:32][C:33]([N:35]1[CH2:44][CH2:43][C:42]2[C:37](=[CH:38][CH:39]=[CH:40][C:41]=2Br)[CH2:36]1)=[O:34])([CH3:31])([CH3:30])[CH3:29].C1(PC2C=CC=CC=2C2C=CC=CC=2)CCCCC1, predict the reaction product. The product is: [C:28]([O:32][C:33]([N:35]1[CH2:44][CH2:43][C:42]2[C:37](=[CH:38][CH:39]=[CH:40][C:41]=2[C:9]2[CH:10]=[N:11][CH:12]=[CH:13][C:8]=2[NH:7][C:6]([O:5][C:1]([CH3:2])([CH3:3])[CH3:4])=[O:27])[CH2:36]1)=[O:34])([CH3:31])([CH3:29])[CH3:30]. (6) Given the reactants [F:1][C:2]1[CH:3]=[C:4]2[C:9](=[CH:10][C:11]=1[F:12])[N:8]=[C:7]([CH2:13][O:14][C:15]1[CH:16]=[CH:17][C:18]3[O:28][CH2:27][C:22]4=[N:23][CH:24]=[CH:25][CH:26]=[C:21]4[CH:20]([S:29][CH2:30][CH2:31][C:32](O)=[O:33])[C:19]=3[CH:35]=1)[CH:6]=[CH:5]2.[C:36]1([S:42]([NH2:45])(=[O:44])=[O:43])[CH:41]=[CH:40][CH:39]=[CH:38][CH:37]=1.CN(C)CCCN=C=NCC.O, predict the reaction product. The product is: [F:1][C:2]1[CH:3]=[C:4]2[C:9](=[CH:10][C:11]=1[F:12])[N:8]=[C:7]([CH2:13][O:14][C:15]1[CH:16]=[CH:17][C:18]3[O:28][CH2:27][C:22]4[N:23]=[CH:24][CH:25]=[CH:26][C:21]=4[CH:20]([S:29][CH2:30][CH2:31][C:32]([NH:45][S:42]([C:36]4[CH:41]=[CH:40][CH:39]=[CH:38][CH:37]=4)(=[O:44])=[O:43])=[O:33])[C:19]=3[CH:35]=1)[CH:6]=[CH:5]2.